This data is from Forward reaction prediction with 1.9M reactions from USPTO patents (1976-2016). The task is: Predict the product of the given reaction. (1) Given the reactants [CH:1]1[CH:6]=[C:5]([CH2:7][NH:8][CH2:9][C:10]2[N:15]=[CH:14][CH:13]=[CH:12][CH:11]=2)[N:4]=[CH:3][CH:2]=1.Br[CH2:17][CH:18]([O:21][CH3:22])[O:19][CH3:20].C([O-])([O-])=O.[Na+].[Na+], predict the reaction product. The product is: [CH3:20][O:19][CH:18]([O:21][CH3:22])[CH2:17][N:8]([CH2:7][C:5]1[CH:6]=[CH:1][CH:2]=[CH:3][N:4]=1)[CH2:9][C:10]1[CH:11]=[CH:12][CH:13]=[CH:14][N:15]=1. (2) The product is: [ClH:1].[CH2:22]([N:29]1[CH2:34][CH2:33][C:32]([CH2:8][C:9](=[O:10])[C:11]2[CH:16]=[CH:15][C:14]([N:17]3[CH2:21][CH2:20][CH2:19][CH2:18]3)=[CH:13][CH:12]=2)([OH:35])[CH2:31][CH2:30]1)[C:23]1[CH:24]=[CH:25][CH:26]=[CH:27][CH:28]=1. Given the reactants [Cl-:1].[Ce+3].[Cl-].[Cl-].[I-].[Na+].Br[CH2:8][C:9]([C:11]1[CH:16]=[CH:15][C:14]([N:17]2[CH2:21][CH2:20][CH2:19][CH2:18]2)=[CH:13][CH:12]=1)=[O:10].[CH2:22]([N:29]1[CH2:34][CH2:33][C:32](=[O:35])[CH2:31][CH2:30]1)[C:23]1[CH:28]=[CH:27][CH:26]=[CH:25][CH:24]=1, predict the reaction product. (3) Given the reactants [F:1][C:2]1[CH:7]=[CH:6][C:5]([F:8])=[CH:4][C:3]=1[N:9](C(OC(C)(C)C)=O)[C:10]([O:12][C:13]([CH3:16])([CH3:15])[CH3:14])=[O:11].C(O)(C(F)(F)F)=O, predict the reaction product. The product is: [F:1][C:2]1[CH:7]=[CH:6][C:5]([F:8])=[CH:4][C:3]=1[NH:9][C:10](=[O:11])[O:12][C:13]([CH3:15])([CH3:14])[CH3:16]. (4) Given the reactants [C:1]1([C:12]([OH:14])=O)[CH:2]=[CH:3][CH:4]=[C:5]2[CH2:11][CH2:10][CH2:9][CH:8]=[CH:7][C:6]=12.Cl.C(N=C=NCCCN(C)C)C.O.ON1C2C=CC=CC=2N=N1.[NH2:38][CH:39]([CH2:49][C:50]1[CH:55]=[CH:54][C:53]([C:56]([F:62])([F:61])[C:57]([CH3:60])([CH3:59])[CH3:58])=[CH:52][CH:51]=1)[CH:40]([C:42]1[CH:47]=[CH:46][CH:45]=[C:44]([Cl:48])[CH:43]=1)[OH:41], predict the reaction product. The product is: [Cl:48][C:44]1[CH:43]=[C:42]([CH:40]([OH:41])[CH:39]([NH:38][C:12]([C:1]2[CH:2]=[CH:3][CH:4]=[C:5]3[CH2:11][CH2:10][CH2:9][CH:8]=[CH:7][C:6]=23)=[O:14])[CH2:49][C:50]2[CH:55]=[CH:54][C:53]([C:56]([F:62])([F:61])[C:57]([CH3:60])([CH3:58])[CH3:59])=[CH:52][CH:51]=2)[CH:47]=[CH:46][CH:45]=1.